From a dataset of NCI-60 drug combinations with 297,098 pairs across 59 cell lines. Regression. Given two drug SMILES strings and cell line genomic features, predict the synergy score measuring deviation from expected non-interaction effect. (1) Drug 1: C1=NC2=C(N1)C(=S)N=C(N2)N. Drug 2: C1=NC(=NC(=O)N1C2C(C(C(O2)CO)O)O)N. Cell line: SF-539. Synergy scores: CSS=26.3, Synergy_ZIP=2.28, Synergy_Bliss=2.59, Synergy_Loewe=-0.301, Synergy_HSA=2.52. (2) Drug 1: CCCCCOC(=O)NC1=NC(=O)N(C=C1F)C2C(C(C(O2)C)O)O. Drug 2: C1=CN(C=N1)CC(O)(P(=O)(O)O)P(=O)(O)O. Cell line: SK-MEL-5. Synergy scores: CSS=2.09, Synergy_ZIP=2.10, Synergy_Bliss=2.51, Synergy_Loewe=-1.28, Synergy_HSA=-1.46. (3) Drug 1: C1=CC(=C2C(=C1NCCNCCO)C(=O)C3=C(C=CC(=C3C2=O)O)O)NCCNCCO. Drug 2: CC1=C(C=C(C=C1)C(=O)NC2=CC(=CC(=C2)C(F)(F)F)N3C=C(N=C3)C)NC4=NC=CC(=N4)C5=CN=CC=C5. Cell line: HCC-2998. Synergy scores: CSS=31.9, Synergy_ZIP=9.45, Synergy_Bliss=9.23, Synergy_Loewe=-12.6, Synergy_HSA=4.84. (4) Drug 1: COC1=C(C=C2C(=C1)N=CN=C2NC3=CC(=C(C=C3)F)Cl)OCCCN4CCOCC4. Drug 2: C1=CC(=CC=C1CCC2=CNC3=C2C(=O)NC(=N3)N)C(=O)NC(CCC(=O)O)C(=O)O. Cell line: ACHN. Synergy scores: CSS=50.9, Synergy_ZIP=-6.49, Synergy_Bliss=-3.85, Synergy_Loewe=3.19, Synergy_HSA=4.47. (5) Drug 1: C1=CC(=CC=C1CCC2=CNC3=C2C(=O)NC(=N3)N)C(=O)NC(CCC(=O)O)C(=O)O. Drug 2: C1=CC(=C2C(=C1NCCNCCO)C(=O)C3=C(C=CC(=C3C2=O)O)O)NCCNCCO. Cell line: EKVX. Synergy scores: CSS=41.6, Synergy_ZIP=3.08, Synergy_Bliss=4.17, Synergy_Loewe=-5.34, Synergy_HSA=3.88. (6) Drug 1: C1=C(C(=O)NC(=O)N1)N(CCCl)CCCl. Drug 2: C(CC(=O)O)C(=O)CN.Cl. Cell line: KM12. Synergy scores: CSS=20.0, Synergy_ZIP=-0.342, Synergy_Bliss=4.47, Synergy_Loewe=7.12, Synergy_HSA=7.79. (7) Drug 1: C1CC(C1)(C(=O)O)C(=O)O.[NH2-].[NH2-].[Pt+2]. Drug 2: C1CNP(=O)(OC1)N(CCCl)CCCl. Cell line: MOLT-4. Synergy scores: CSS=16.2, Synergy_ZIP=4.37, Synergy_Bliss=0.277, Synergy_Loewe=-32.0, Synergy_HSA=-0.719. (8) Drug 1: C1=CC(=CC=C1CCC2=CNC3=C2C(=O)NC(=N3)N)C(=O)NC(CCC(=O)O)C(=O)O. Drug 2: CCC1(CC2CC(C3=C(CCN(C2)C1)C4=CC=CC=C4N3)(C5=C(C=C6C(=C5)C78CCN9C7C(C=CC9)(C(C(C8N6C=O)(C(=O)OC)O)OC(=O)C)CC)OC)C(=O)OC)O.OS(=O)(=O)O. Cell line: NCI-H322M. Synergy scores: CSS=5.95, Synergy_ZIP=-1.76, Synergy_Bliss=0.921, Synergy_Loewe=1.65, Synergy_HSA=1.84. (9) Drug 1: C1=CC=C(C=C1)NC(=O)CCCCCCC(=O)NO. Drug 2: CC1C(C(CC(O1)OC2CC(CC3=C2C(=C4C(=C3O)C(=O)C5=CC=CC=C5C4=O)O)(C(=O)C)O)N)O. Cell line: SF-295. Synergy scores: CSS=52.1, Synergy_ZIP=-2.56, Synergy_Bliss=-0.271, Synergy_Loewe=0.776, Synergy_HSA=2.66. (10) Drug 1: CCC1(CC2CC(C3=C(CCN(C2)C1)C4=CC=CC=C4N3)(C5=C(C=C6C(=C5)C78CCN9C7C(C=CC9)(C(C(C8N6C=O)(C(=O)OC)O)OC(=O)C)CC)OC)C(=O)OC)O.OS(=O)(=O)O. Synergy scores: CSS=10.9, Synergy_ZIP=-5.17, Synergy_Bliss=-0.760, Synergy_Loewe=-2.34, Synergy_HSA=1.14. Cell line: OVCAR-5. Drug 2: C1=NC2=C(N=C(N=C2N1C3C(C(C(O3)CO)O)O)F)N.